Dataset: Full USPTO retrosynthesis dataset with 1.9M reactions from patents (1976-2016). Task: Predict the reactants needed to synthesize the given product. (1) Given the product [C:25]([C:13]1[N:12]=[N:11][C:10]([N:7]2[CH2:8][CH2:9][C@H:5]([O:4][C:3]3[CH:17]=[CH:18][CH:19]=[CH:20][C:2]=3[F:1])[CH2:6]2)=[CH:15][CH:14]=1)#[CH:26], predict the reactants needed to synthesize it. The reactants are: [F:1][C:2]1[CH:20]=[CH:19][CH:18]=[CH:17][C:3]=1[O:4][C@H:5]1[CH2:9][CH2:8][N:7]([C:10]2[N:11]=[N:12][C:13](I)=[CH:14][CH:15]=2)[CH2:6]1.C[Si]([C:25]#[CH:26])(C)C.C(C1C=CC(N2CCN(C(C3C=CC=CC=3C(F)(F)F)=O)CC2)=NC=1)#C. (2) Given the product [CH3:1][CH:2]1[CH:7]=[CH:6][CH2:5][C:4]([CH3:9])([CH3:8])[CH:3]1[C:10]1[CH:11]=[CH:13][N:19]=[CH:17][N:18]=1, predict the reactants needed to synthesize it. The reactants are: [CH3:1][CH:2]1[CH:7]=[CH:6][CH2:5][C:4]([CH3:9])([CH3:8])[CH:3]1[C:10](=O)[CH3:11].[C:13](O)(=O)C.[CH:17]([NH2:19])=[NH:18]. (3) Given the product [O:21]1[C:26]2[CH:27]=[CH:28][CH:29]=[CH:30][C:25]=2[O:24][CH2:23][CH:22]1[CH2:31][N:32]1[CH2:37][CH2:36][CH2:35][C:34]([CH2:40][O:41][CH2:42][CH2:43][OH:44])([CH3:38])[CH2:33]1, predict the reactants needed to synthesize it. The reactants are: O1C2C=CC=CC=2OCC1CN1CCCC(CO)(C)C1.[O:21]1[C:26]2[CH:27]=[CH:28][CH:29]=[CH:30][C:25]=2[O:24][CH2:23][CH:22]1[CH2:31][N:32]1[CH2:37][CH2:36][CH2:35][C:34]([CH2:40][O:41][CH2:42][CH2:43][OH:44])([CH2:38]C)[CH2:33]1. (4) Given the product [N:9]1([CH2:14][C:15]2[CH:16]=[CH:17][C:18]([C:21]3[CH:26]=[CH:25][CH:24]=[CH:23][C:22]=3[CH:27]3[CH2:32][CH2:31][CH2:30][NH:29][CH2:28]3)=[CH:19][CH:20]=2)[CH:13]=[N:12][CH:11]=[N:10]1, predict the reactants needed to synthesize it. The reactants are: C([BH-](CC)CC)C.[Li+].[N:9]1([CH2:14][C:15]2[CH:20]=[CH:19][C:18]([C:21]3[CH:26]=[CH:25][CH:24]=[CH:23][C:22]=3[C:27]3[CH:28]=[N:29][CH:30]=[CH:31][CH:32]=3)=[CH:17][CH:16]=2)[CH:13]=[N:12][CH:11]=[N:10]1. (5) Given the product [CH3:13][O:14][C:15]1[CH:16]=[C:17](/[C:18](=[CH:6]/[C:5]2[CH:8]=[CH:9][C:2]([F:1])=[C:3]([N+:10]([O-:12])=[O:11])[CH:4]=2)/[C:19]#[N:20])[CH:21]=[CH:22][C:23]=1[O:24][CH3:25], predict the reactants needed to synthesize it. The reactants are: [F:1][C:2]1[CH:9]=[CH:8][C:5]([CH:6]=O)=[CH:4][C:3]=1[N+:10]([O-:12])=[O:11].[CH3:13][O:14][C:15]1[CH:16]=[C:17]([CH:21]=[CH:22][C:23]=1[O:24][CH3:25])[CH2:18][C:19]#[N:20]. (6) Given the product [CH3:1][O:2][C:3](=[O:20])[C:4]1[CH:5]=[CH:6][C:7]([NH:10][C:11]2[CH:16]=[CH:15][C:14]([C:17]#[N:18])=[CH:13][C:12]=2[NH:19][C:21](=[O:23])[CH3:22])=[CH:8][CH:9]=1, predict the reactants needed to synthesize it. The reactants are: [CH3:1][O:2][C:3](=[O:20])[C:4]1[CH:9]=[CH:8][C:7]([NH:10][C:11]2[CH:16]=[CH:15][C:14]([C:17]#[N:18])=[CH:13][C:12]=2[NH2:19])=[CH:6][CH:5]=1.[C:21](Cl)(=[O:23])[CH3:22].C([O-])([O-])=O.[K+].[K+]. (7) Given the product [O:1]=[CH:2][CH2:3][C:4]1[CH:15]=[CH:14][C:7]([C:8]([O:10][CH:11]([CH3:13])[CH3:12])=[O:9])=[CH:6][CH:5]=1, predict the reactants needed to synthesize it. The reactants are: [OH:1][CH2:2][CH2:3][C:4]1[CH:15]=[CH:14][C:7]([C:8]([O:10][CH:11]([CH3:13])[CH3:12])=[O:9])=[CH:6][CH:5]=1.CC(OI1(OC(C)=O)(OC(C)=O)OC(=O)C2C=CC=CC1=2)=O. (8) Given the product [C:25]([O:24][C:22](=[O:23])[NH:14][CH:11]1[CH2:12][CH2:13][N:8]([CH2:1][C:2]2[CH:3]=[CH:4][CH:5]=[CH:6][CH:7]=2)[CH2:9][CH2:10]1)([CH3:28])([CH3:27])[CH3:26], predict the reactants needed to synthesize it. The reactants are: [CH2:1]([N:8]1[CH2:13][CH2:12][CH:11]([NH2:14])[CH2:10][CH2:9]1)[C:2]1[CH:7]=[CH:6][CH:5]=[CH:4][CH:3]=1.C(N(CC)CC)C.[C:22](O[C:22]([O:24][C:25]([CH3:28])([CH3:27])[CH3:26])=[O:23])([O:24][C:25]([CH3:28])([CH3:27])[CH3:26])=[O:23].